From a dataset of Forward reaction prediction with 1.9M reactions from USPTO patents (1976-2016). Predict the product of the given reaction. (1) Given the reactants [C:1]12([NH:11][C:12]3[C:13]4[S:21][CH:20]=[C:19]([CH3:22])[C:14]=4[N:15]=[C:16](Cl)[N:17]=3)[CH2:10][CH:5]3[CH2:6][CH:7]([CH2:9][CH:3]([CH2:4]3)[CH2:2]1)[CH2:8]2.[CH2:23]([NH2:26])[CH:24]=[CH2:25].C(=O)([O-])O.[Na+], predict the reaction product. The product is: [C:1]12([NH:11][C:12]3[C:13]4[S:21][CH:20]=[C:19]([CH3:22])[C:14]=4[N:15]=[C:16]([NH:26][CH2:23][CH:24]=[CH2:25])[N:17]=3)[CH2:10][CH:5]3[CH2:6][CH:7]([CH2:9][CH:3]([CH2:4]3)[CH2:2]1)[CH2:8]2. (2) Given the reactants [F:1][C:2]1[CH:3]=[C:4]([S:9]([OH:11])=[O:10])[CH:5]=[CH:6][C:7]=1[F:8].[Cl:12][CH2:13][CH2:14][CH2:15]I.C(N(C(C)C)C(C)C)C.O, predict the reaction product. The product is: [Cl:12][CH2:13][CH2:14][CH2:15][S:9]([C:4]1[CH:5]=[CH:6][C:7]([F:8])=[C:2]([F:1])[CH:3]=1)(=[O:11])=[O:10]. (3) Given the reactants Br[C:2]1[CH:7]=[C:6]([Cl:8])[N:5]=[N:4][C:3]=1[NH2:9].[CH3:10][O:11][C:12]1[CH:17]=[CH:16][C:15](B(O)O)=[C:14]([CH3:21])[CH:13]=1.C(=O)([O-])[O-].[Na+].[Na+], predict the reaction product. The product is: [Cl:8][C:6]1[N:5]=[N:4][C:3]([NH2:9])=[C:2]([C:15]2[CH:16]=[CH:17][C:12]([O:11][CH3:10])=[CH:13][C:14]=2[CH3:21])[CH:7]=1. (4) Given the reactants [C:1]([C:3]1[CH:8]=[CH:7][C:6]([OH:9])=[C:5]([N+:10]([O-:12])=[O:11])[CH:4]=1)#[N:2].Br[CH2:14][C:15]([O:17][CH3:18])=[O:16].C(=O)([O-])[O-].[K+].[K+].O, predict the reaction product. The product is: [C:1]([C:3]1[CH:8]=[CH:7][C:6]([O:9][CH2:14][C:15]([O:17][CH3:18])=[O:16])=[C:5]([N+:10]([O-:12])=[O:11])[CH:4]=1)#[N:2]. (5) Given the reactants [Br:1]Br.[S:3]1[C:7]2[CH:8]=[CH:9][C:10]([NH2:12])=[CH:11][C:6]=2[N:5]=[CH:4]1.C([O-])([O-])=O.[Na+].[Na+], predict the reaction product. The product is: [Br:1][C:11]1[C:6]2[N:5]=[CH:4][S:3][C:7]=2[CH:8]=[CH:9][C:10]=1[NH2:12]. (6) Given the reactants [CH3:1][C:2]([Si:5]([CH3:23])([CH3:22])[O:6][CH:7]1[CH2:21][CH2:20][C:10]2([CH2:14][NH:13][CH:12]([C:15]([O:17][CH2:18][CH3:19])=[O:16])[CH2:11]2)[CH2:9][CH2:8]1)([CH3:4])[CH3:3].C(N(CC)CC)C.[CH:31]1[CH:36]=[CH:35][C:34]([CH2:37][O:38][C:39](Cl)=[O:40])=[CH:33][CH:32]=1, predict the reaction product. The product is: [CH3:1][C:2]([Si:5]([CH3:23])([CH3:22])[O:6][CH:7]1[CH2:21][CH2:20][C:10]2([CH2:14][N:13]([C:39]([O:38][CH2:37][C:34]3[CH:35]=[CH:36][CH:31]=[CH:32][CH:33]=3)=[O:40])[CH:12]([C:15]([O:17][CH2:18][CH3:19])=[O:16])[CH2:11]2)[CH2:9][CH2:8]1)([CH3:3])[CH3:4].